From a dataset of Forward reaction prediction with 1.9M reactions from USPTO patents (1976-2016). Predict the product of the given reaction. (1) Given the reactants [S:1]1[CH:5]=[C:4](B(O)O)[C:3]2[CH:9]=[CH:10][CH:11]=[CH:12][C:2]1=2.[N:13]1([CH2:18][C:19]2[CH:20]=[CH:21][C:22](Br)=[N:23][CH:24]=2)[CH:17]=[CH:16][N:15]=[CH:14]1, predict the reaction product. The product is: [S:1]1[CH:5]=[C:4]([C:22]2[CH:21]=[CH:20][C:19]([CH2:18][N:13]3[CH:17]=[CH:16][N:15]=[CH:14]3)=[CH:24][N:23]=2)[C:3]2[CH:9]=[CH:10][CH:11]=[CH:12][C:2]1=2. (2) Given the reactants [CH2:1]([N:4](C)[C:5](=O)OC(C)(C)C)[CH:2]=[CH2:3].CCCCCCCCC.P([O-])([O-])([O-])=O.[K+].[K+].[K+].[C:30]12([CH2:40][NH:41][C:42](=[O:51])[C:43]3[C:48]([Cl:49])=[CH:47][N:46]=[C:45](Br)[CH:44]=3)[CH2:39][CH:34]3[CH2:35][CH:36]([CH2:38][CH:32]([CH2:33]3)[CH2:31]1)[CH2:37]2, predict the reaction product. The product is: [ClH:49].[C:30]12([CH2:40][NH:41][C:42](=[O:51])[C:43]3[C:48]([Cl:49])=[CH:47][N:46]=[C:45]([CH2:3][CH2:2][CH2:1][NH:4][CH3:5])[CH:44]=3)[CH2:39][CH:34]3[CH2:35][CH:36]([CH2:38][CH:32]([CH2:33]3)[CH2:31]1)[CH2:37]2. (3) Given the reactants [Cl:1][C:2]1[CH:13]=[CH:12][CH:11]=[CH:10][C:3]=1[C@@H:4]([OH:9])[C:5]([O:7][CH3:8])=[O:6].C(N(CC)CC)C.[N+:21]([C:24]1[CH:29]=[CH:28][C:27]([S:30](Cl)(=[O:32])=[O:31])=[CH:26][CH:25]=1)([O-:23])=[O:22].O, predict the reaction product. The product is: [Cl:1][C:2]1[CH:13]=[CH:12][CH:11]=[CH:10][C:3]=1[C@@H:4]([O:9][S:30]([C:27]1[CH:26]=[CH:25][C:24]([N+:21]([O-:23])=[O:22])=[CH:29][CH:28]=1)(=[O:31])=[O:32])[C:5]([O:7][CH3:8])=[O:6]. (4) Given the reactants Br[C:2]1[CH:3]=[C:4]([CH:16]=[O:17])[C:5]([N:8]2[CH2:13][C@@H:12]([CH3:14])[O:11][C@@H:10]([CH3:15])[CH2:9]2)=[N:6][CH:7]=1.C([Sn](CCCC)(CCCC)[C:23]1[CH:28]=[N:27][CH:26]=[C:25]([O:29][CH3:30])[N:24]=1)CCC, predict the reaction product. The product is: [CH3:15][C@H:10]1[O:11][C@@H:12]([CH3:14])[CH2:13][N:8]([C:5]2[C:4]([CH:16]=[O:17])=[CH:3][C:2]([C:23]3[CH:28]=[N:27][CH:26]=[C:25]([O:29][CH3:30])[N:24]=3)=[CH:7][N:6]=2)[CH2:9]1. (5) The product is: [ClH:3].[Cl:27][C:28]1[CH:36]=[CH:35][CH:34]=[CH:33][C:29]=1[C:30]([NH:25][C:17]1[CH:18]=[CH:19][C:20]2[NH:21][C:22]3[N:23]=[C:7]([NH:8][C:9]4[CH:10]=[CH:11][CH:12]=[C:13]([CH:26]=4)[CH2:14][CH2:15][C:16]=1[CH:24]=2)[N:6]=[CH:5][C:4]=3[Cl:3])=[O:31]. Given the reactants Cl.Cl.[Cl:3][C:4]1[CH:5]=[N:6][C:7]2[NH:8][C:9]3[CH:10]=[CH:11][CH:12]=[C:13]([CH:26]=3)[CH2:14][CH2:15][C:16]3[CH:24]=[C:20]([NH:21][C:22]=1[N:23]=2)[CH:19]=[CH:18][C:17]=3[NH2:25].[Cl:27][C:28]1[CH:36]=[CH:35][CH:34]=[CH:33][C:29]=1[C:30](Cl)=[O:31], predict the reaction product. (6) Given the reactants [OH:1][CH2:2][C@@H:3]1[CH2:7][C@@H:6]([NH:8][C:9]([C:22]2[CH:27]=[CH:26][CH:25]=[CH:24][CH:23]=2)([C:16]2[CH:21]=[CH:20][CH:19]=[CH:18][CH:17]=2)[C:10]2[CH:15]=[CH:14][CH:13]=[CH:12][CH:11]=2)[CH2:5][C@@H:4]1[OH:28].OC[C@]1(O)CC[C@H](NC(C2C=CC=CC=2)(C2C=CC=CC=2)C2C=CC=CC=2)C1.C(N(CC)CC)C.[CH:64]([Si:67](Cl)([CH:71]([CH3:73])[CH3:72])[CH:68]([CH3:70])[CH3:69])([CH3:66])[CH3:65], predict the reaction product. The product is: [CH:64]([Si:67]([CH:71]([CH3:73])[CH3:72])([CH:68]([CH3:70])[CH3:69])[O:1][CH2:2][C@@H:3]1[CH2:7][C@@H:6]([NH:8][C:9]([C:10]2[CH:15]=[CH:14][CH:13]=[CH:12][CH:11]=2)([C:16]2[CH:17]=[CH:18][CH:19]=[CH:20][CH:21]=2)[C:22]2[CH:27]=[CH:26][CH:25]=[CH:24][CH:23]=2)[CH2:5][C@@H:4]1[OH:28])([CH3:66])[CH3:65]. (7) Given the reactants [N:1]1([C:7](=[O:30])[C@@H:8]([N:16]2[CH2:20][CH2:19][C@H:18]([NH:21]C(=O)OC(C)(C)C)[C:17]2=[O:29])[CH2:9][C:10]2[CH:15]=[CH:14][N:13]=[CH:12][CH:11]=2)[CH2:6][CH2:5][O:4][CH2:3][CH2:2]1.[ClH:31], predict the reaction product. The product is: [ClH:31].[ClH:31].[NH2:21][C@H:18]1[CH2:19][CH2:20][N:16]([C@@H:8]([CH2:9][C:10]2[CH:15]=[CH:14][N:13]=[CH:12][CH:11]=2)[C:7]([N:1]2[CH2:6][CH2:5][O:4][CH2:3][CH2:2]2)=[O:30])[C:17]1=[O:29]. (8) The product is: [CH3:8][C:7]1[CH:6]=[CH:5][N:4]=[CH:3][C:2]=1[NH:1][C:19](=[O:20])[O:21][C:22]([CH3:25])([CH3:24])[CH3:23]. Given the reactants [NH2:1][C:2]1[CH:3]=[N:4][CH:5]=[CH:6][C:7]=1[CH3:8].C[Si](C)(C)[N-][Si](C)(C)C.[Na+].[C:19](O[C:19]([O:21][C:22]([CH3:25])([CH3:24])[CH3:23])=[O:20])([O:21][C:22]([CH3:25])([CH3:24])[CH3:23])=[O:20], predict the reaction product. (9) The product is: [Br:1][C:2]1[C:14]2[C:13]3[CH:12]=[C:11]([C:15]4[CH:16]=[N:17][CH:18]=[CH:19][CH:20]=4)[CH:10]=[CH:9][C:8]=3[N:7]=[CH:6][C:5]=2[N:4]([C:28]([O:27][C:24]([CH3:26])([CH3:25])[CH3:23])=[O:29])[N:3]=1. Given the reactants [Br:1][C:2]1[C:14]2[C:13]3[CH:12]=[C:11]([C:15]4[CH:16]=[N:17][CH:18]=[CH:19][CH:20]=4)[CH:10]=[CH:9][C:8]=3[N:7]=[CH:6][C:5]=2[NH:4][N:3]=1.[OH-].[Na+].[CH3:23][C:24]([O:27][C:28](O[C:28]([O:27][C:24]([CH3:26])([CH3:25])[CH3:23])=[O:29])=[O:29])([CH3:26])[CH3:25], predict the reaction product. (10) Given the reactants [Cl:1][C:2]1[N:7]=[C:6]2[N:8]([CH3:11])[N:9]=[CH:10][C:5]2=[C:4]([C:12]([O:14][CH2:15][CH3:16])=C)[N:3]=1.[Mn]([O-])(=O)(=O)=[O:18].[K+], predict the reaction product. The product is: [Cl:1][C:2]1[N:7]=[C:6]2[N:8]([CH3:11])[N:9]=[CH:10][C:5]2=[C:4]([C:12]([O:14][CH2:15][CH3:16])=[O:18])[N:3]=1.